Dataset: Catalyst prediction with 721,799 reactions and 888 catalyst types from USPTO. Task: Predict which catalyst facilitates the given reaction. (1) Reactant: [ClH:1].Cl.[CH2:3]([C:5]1[C:13]2[C:8](=[CH:9][CH:10]=[CH:11][C:12]=2[NH:14][C:15]([C:17]2[N:21]3[CH:22]=[CH:23][C:24]([C:26]([N:28]4[CH2:33][CH2:32][NH:31][CH2:30][CH2:29]4)=[O:27])=[CH:25][C:20]3=[N:19][CH:18]=2)=[O:16])[N:7]([CH2:34][C:35]2[CH:40]=[CH:39][CH:38]=[C:37]([CH3:41])[N:36]=2)[N:6]=1)[CH3:4].[C:42](O[BH-](OC(=O)C)OC(=O)C)(=O)C.[Na+].C=O. Product: [ClH:1].[ClH:1].[CH2:3]([C:5]1[C:13]2[C:8](=[CH:9][CH:10]=[CH:11][C:12]=2[NH:14][C:15]([C:17]2[N:21]3[CH:22]=[CH:23][C:24]([C:26]([N:28]4[CH2:29][CH2:30][N:31]([CH3:42])[CH2:32][CH2:33]4)=[O:27])=[CH:25][C:20]3=[N:19][CH:18]=2)=[O:16])[N:7]([CH2:34][C:35]2[CH:40]=[CH:39][CH:38]=[C:37]([CH3:41])[N:36]=2)[N:6]=1)[CH3:4]. The catalyst class is: 98. (2) Reactant: [Cl:1][C:2]1[CH:7]=[CH:6][N:5]=[C:4]([NH2:8])[CH:3]=1.C[Si]([N-][Si](C)(C)C)(C)C.[Li+].[C:19](O[C:19]([O:21][C:22]([CH3:25])([CH3:24])[CH3:23])=[O:20])([O:21][C:22]([CH3:25])([CH3:24])[CH3:23])=[O:20].[NH4+].[Cl-]. Product: [Cl:1][C:2]1[CH:7]=[CH:6][N:5]=[C:4]([NH:8][C:19](=[O:20])[O:21][C:22]([CH3:25])([CH3:24])[CH3:23])[CH:3]=1. The catalyst class is: 1. (3) Reactant: [Br:1][C:2]1[CH:3]=[C:4]([CH:7]=[CH:8][C:9]=1[OH:10])[CH:5]=[O:6].[CH2:11](Br)[CH:12]=[CH2:13].C(=O)([O-])[O-].[K+].[K+]. Product: [Br:1][C:2]1[CH:3]=[C:4]([CH:7]=[CH:8][C:9]=1[O:10][CH2:13][CH:12]=[CH2:11])[CH:5]=[O:6]. The catalyst class is: 21. (4) Reactant: C[O:2][C:3]([C:5]1[CH:6]=[CH:7][CH:8]=[C:9]2[C:14]=1[O:13][C:12]([C:15]1[CH:20]=[CH:19][CH:18]=[CH:17][CH:16]=1)=[C:11]([C:21]1[CH:26]=[CH:25][C:24]([C:27]3([NH:31][C:32]([O:34][C:35]([CH3:38])([CH3:37])[CH3:36])=[O:33])[CH2:30][CH2:29][CH2:28]3)=[CH:23][CH:22]=1)[C:10]2=[O:39])=[O:4].[OH-].[Li+]. Product: [C:35]([O:34][C:32]([NH:31][C:27]1([C:24]2[CH:23]=[CH:22][C:21]([C:11]3[C:10](=[O:39])[C:9]4[C:14](=[C:5]([C:3]([OH:4])=[O:2])[CH:6]=[CH:7][CH:8]=4)[O:13][C:12]=3[C:15]3[CH:20]=[CH:19][CH:18]=[CH:17][CH:16]=3)=[CH:26][CH:25]=2)[CH2:28][CH2:29][CH2:30]1)=[O:33])([CH3:38])([CH3:36])[CH3:37]. The catalyst class is: 49.